This data is from Full USPTO retrosynthesis dataset with 1.9M reactions from patents (1976-2016). The task is: Predict the reactants needed to synthesize the given product. (1) The reactants are: [C:1]([C:3]1[S:4][C:5]2[C:11]([C:12]#[N:13])=[C:10](/[N:14]=[CH:15]/[N:16](C)C)[CH:9]=[CH:8][C:6]=2[N:7]=1)#[N:2].N[C:20]1[CH:25]=[CH:24][C:23]([CH3:26])=[CH:22][CH:21]=1.[K+].[Br-]. Given the product [C:23]1([CH3:26])[CH:24]=[CH:25][C:20]([NH:13][C:12]2[C:11]3[C:10](=[CH:9][CH:8]=[C:6]4[N:7]=[C:3]([C:1]#[N:2])[S:4][C:5]4=3)[N:14]=[CH:15][N:16]=2)=[CH:21][CH:22]=1, predict the reactants needed to synthesize it. (2) Given the product [CH3:1][C:2]1[CH2:7][CH2:6][CH:5]([CH2:8][O:9][C:17]([CH:14]2[CH2:15][CH2:16][C:11]([CH3:10])=[CH:12][CH2:13]2)=[O:18])[CH2:4][CH:3]=1, predict the reactants needed to synthesize it. The reactants are: [CH3:1][C:2]1[CH2:7][CH2:6][CH:5]([CH2:8][OH:9])[CH2:4][CH:3]=1.[CH3:10][C:11]1[CH2:16][CH2:15][CH:14]([C:17](Cl)=[O:18])[CH2:13][CH:12]=1.CC(C=C)=C.C(O)C=C.C(Cl)(=O)C=C. (3) Given the product [ClH:26].[S:1]1[C:5]2[CH:6]=[CH:7][C:8]([CH2:10][CH2:11][O:12][CH2:13][CH2:14][N:15]3[CH2:18][CH:17]([OH:19])[CH2:16]3)=[CH:9][C:4]=2[CH:3]=[CH:2]1, predict the reactants needed to synthesize it. The reactants are: [S:1]1[C:5]2[CH:6]=[CH:7][C:8]([CH2:10][CH2:11][O:12][CH2:13][CH2:14][N:15]3[CH2:18][CH:17]([OH:19])[CH2:16]3)=[CH:9][C:4]=2[CH:3]=[CH:2]1.C(OCC)(=O)C.[ClH:26]. (4) Given the product [F:37][C:2]([F:1])([F:38])[C:3]1[CH:4]=[C:5]([C@H:13]([O:15][C@H:16]2[CH2:21][CH2:20][C@H:19]([CH2:22][OH:23])[C@@H:18]([C:25]([O:27][CH2:28][CH3:29])=[O:26])[C@@H:17]2[C:30]2[CH:31]=[CH:32][C:33]([F:36])=[CH:34][CH:35]=2)[CH3:14])[CH:6]=[C:7]([C:9]([F:10])([F:11])[F:12])[CH:8]=1, predict the reactants needed to synthesize it. The reactants are: [F:1][C:2]([F:38])([F:37])[C:3]1[CH:4]=[C:5]([C@H:13]([O:15][C@H:16]2[CH2:21][CH2:20][C@H:19]([C:22](O)=[O:23])[C@@H:18]([C:25]([O:27][CH2:28][CH3:29])=[O:26])[C@@H:17]2[C:30]2[CH:35]=[CH:34][C:33]([F:36])=[CH:32][CH:31]=2)[CH3:14])[CH:6]=[C:7]([C:9]([F:12])([F:11])[F:10])[CH:8]=1.ClC(OCC(C)C)=O.C(N(CC)CC)C.